Dataset: Full USPTO retrosynthesis dataset with 1.9M reactions from patents (1976-2016). Task: Predict the reactants needed to synthesize the given product. (1) Given the product [Cl:13][C:12]1[CH:11]=[C:10]([Cl:14])[CH:9]=[C:8]([Cl:15])[C:7]=1[N:6]1[C:2]2=[N:1][C:31]([CH2:30][C:27]3[CH:28]=[CH:29][C:24]([O:23][CH3:22])=[CH:25][CH:26]=3)=[N:21][C:19](=[O:20])[C:3]2=[C:4]([CH:16]([CH3:18])[CH3:17])[NH:5]1, predict the reactants needed to synthesize it. The reactants are: [NH2:1][C:2]1[N:6]([C:7]2[C:12]([Cl:13])=[CH:11][C:10]([Cl:14])=[CH:9][C:8]=2[Cl:15])[N:5]=[C:4]([CH:16]([CH3:18])[CH3:17])[C:3]=1[C:19]([NH2:21])=[O:20].[CH3:22][O:23][C:24]1[CH:29]=[CH:28][C:27]([CH2:30][C:31](OC)=O)=[CH:26][CH:25]=1.CC[O-].[Na+].CC(O)=O. (2) Given the product [CH2:27]([C:19]1[N:18]([C:7]2[N:6]=[C:5]3[C:10]([N:11]=[C:3]([CH2:2][N:30]4[CH2:33][CH:32]([N:34]5[CH2:39][CH2:38][O:37][CH2:36][CH2:35]5)[CH2:31]4)[N:4]3[CH3:29])=[C:9]([N:12]3[CH2:17][CH2:16][O:15][CH2:14][CH2:13]3)[N:8]=2)[C:22]2[CH:23]=[CH:24][CH:25]=[CH:26][C:21]=2[N:20]=1)[CH3:28], predict the reactants needed to synthesize it. The reactants are: Cl[CH2:2][C:3]1[N:4]([CH3:29])[C:5]2[C:10]([N:11]=1)=[C:9]([N:12]1[CH2:17][CH2:16][O:15][CH2:14][CH2:13]1)[N:8]=[C:7]([N:18]1[C:22]3[CH:23]=[CH:24][CH:25]=[CH:26][C:21]=3[N:20]=[C:19]1[CH2:27][CH3:28])[N:6]=2.[NH:30]1[CH2:33][CH:32]([N:34]2[CH2:39][CH2:38][O:37][CH2:36][CH2:35]2)[CH2:31]1.C([O-])([O-])=O.[K+].[K+]. (3) Given the product [Cl:1][C:2]1[N:3]=[CH:4][C:5]2[N:16]=[N:17][N:8]([C:9]3[CH:10]=[CH:11][C:12]([I:15])=[CH:13][CH:14]=3)[C:6]=2[N:7]=1, predict the reactants needed to synthesize it. The reactants are: [Cl:1][C:2]1[N:7]=[C:6]([NH:8][C:9]2[CH:14]=[CH:13][C:12]([I:15])=[CH:11][CH:10]=2)[C:5]([NH2:16])=[CH:4][N:3]=1.[N:17](OCCCC)=O. (4) The reactants are: Br.[CH3:2][O:3][C:4](=[O:12])[CH2:5][C:6]1[S:10][C:9]([NH2:11])=[N:8][CH:7]=1.CCN(C(C)C)C(C)C.[F:22][C:23]([F:34])([F:33])[C:24]1[CH:25]=[C:26]([N:30]=[C:31]=[O:32])[CH:27]=[CH:28][CH:29]=1. Given the product [CH3:2][O:3][C:4](=[O:12])[CH2:5][C:6]1[S:10][C:9]([NH:11][C:31]([NH:30][C:26]2[CH:27]=[CH:28][CH:29]=[C:24]([C:23]([F:22])([F:33])[F:34])[CH:25]=2)=[O:32])=[N:8][CH:7]=1, predict the reactants needed to synthesize it. (5) The reactants are: [CH2:1]1[C:9]2[C:4](=[CH:5][CH:6]=[CH:7][CH:8]=2)[CH2:3][CH:2]1[C:10]([OH:12])=[O:11].OS(O)(=O)=O.[CH3:18]O. Given the product [CH3:18][O:11][C:10]([CH:2]1[CH2:1][C:9]2[C:4](=[CH:5][CH:6]=[CH:7][CH:8]=2)[CH2:3]1)=[O:12], predict the reactants needed to synthesize it. (6) Given the product [N+:12]([C:3]1[CH:4]=[N:5][C:6]2[C:11]([C:2]=1[NH:22][CH2:23][CH2:24][CH2:25][OH:26])=[N:10][CH:9]=[CH:8][CH:7]=2)([O-:14])=[O:13], predict the reactants needed to synthesize it. The reactants are: Cl[C:2]1[C:11]2[C:6](=[CH:7][CH:8]=[CH:9][N:10]=2)[N:5]=[CH:4][C:3]=1[N+:12]([O-:14])=[O:13].C(N(CC)CC)C.[NH2:22][CH2:23][CH2:24][CH2:25][OH:26]. (7) Given the product [C:1]1([CH2:7][NH:8][C:9]([C:11]2[CH:16]=[CH:15][C:14]([C:21]3[CH:22]=[CH:23][C:24]([O:27][CH2:28][CH:29]4[CH2:30][CH2:31][N:32]([C:35]([O:37][CH:38]([CH3:40])[CH3:39])=[O:36])[CH2:33][CH2:34]4)=[CH:25][CH:26]=3)=[CH:13][CH:12]=2)=[O:10])[CH:6]=[CH:5][CH:4]=[CH:3][CH:2]=1, predict the reactants needed to synthesize it. The reactants are: [C:1]1([CH2:7][NH:8][C:9]([C:11]2[CH:16]=[CH:15][C:14](B(O)O)=[CH:13][CH:12]=2)=[O:10])[CH:6]=[CH:5][CH:4]=[CH:3][CH:2]=1.Br[C:21]1[CH:26]=[CH:25][C:24]([O:27][CH2:28][CH:29]2[CH2:34][CH2:33][N:32]([C:35]([O:37][CH:38]([CH3:40])[CH3:39])=[O:36])[CH2:31][CH2:30]2)=[CH:23][CH:22]=1.